From a dataset of Full USPTO retrosynthesis dataset with 1.9M reactions from patents (1976-2016). Predict the reactants needed to synthesize the given product. (1) Given the product [Cl:26][C:2]1[C:7]([C:8]2[CH:13]=[CH:12][CH:11]=[C:10]([N+:14]([O-:16])=[O:15])[CH:9]=2)=[N:6][NH:5][C:4](=[O:17])[C:3]=1[C:18]([O:20][CH2:21][CH3:22])=[O:19], predict the reactants needed to synthesize it. The reactants are: O[C:2]1[C:7]([C:8]2[CH:13]=[CH:12][CH:11]=[C:10]([N+:14]([O-:16])=[O:15])[CH:9]=2)=[N:6][NH:5][C:4](=[O:17])[C:3]=1[C:18]([O:20][CH2:21][CH3:22])=[O:19].C(Cl)(=O)C([Cl:26])=O. (2) Given the product [CH3:16][O:17][C:18]([C:20]1[N:21]([CH2:26][C:27]2[CH:32]=[C:31]([F:33])[C:30]([F:34])=[C:29]([F:35])[CH:28]=2)[N:22]=[C:23]([NH:25][C:2]2[CH:7]=[CH:6][C:5]([N:8]3[CH:12]=[C:11]([CH3:13])[N:10]=[CH:9]3)=[C:4]([O:14][CH3:15])[CH:3]=2)[CH:24]=1)=[O:19], predict the reactants needed to synthesize it. The reactants are: Br[C:2]1[CH:7]=[CH:6][C:5]([N:8]2[CH:12]=[C:11]([CH3:13])[N:10]=[CH:9]2)=[C:4]([O:14][CH3:15])[CH:3]=1.[CH3:16][O:17][C:18]([C:20]1[N:21]([CH2:26][C:27]2[CH:32]=[C:31]([F:33])[C:30]([F:34])=[C:29]([F:35])[CH:28]=2)[N:22]=[C:23]([NH2:25])[CH:24]=1)=[O:19]. (3) Given the product [CH2:23]([O:22][C:17]1[C:16]2[N:15]([N:14]=[CH:32][C:31]=2[C:30]#[N:33])[CH:20]=[C:19]([Cl:21])[N:18]=1)[C:24]1[CH:25]=[CH:26][CH:27]=[CH:28][CH:29]=1, predict the reactants needed to synthesize it. The reactants are: CC1C=C(C)C=C(C)C=1S([O-])(=O)=O.[NH2:14][N+:15]1[CH:20]=[C:19]([Cl:21])[N:18]=[C:17]([O:22][CH2:23][C:24]2[CH:29]=[CH:28][CH:27]=[CH:26][CH:25]=2)[CH:16]=1.[C:30](#[N:33])[CH:31]=[CH2:32].CCN(C(C)C)C(C)C.C(C1C(=O)C(Cl)=C(Cl)C(=O)C=1C#N)#N. (4) Given the product [NH2:21][CH:18]1[CH2:17][CH2:16][N:15]([CH2:14][CH2:13][N:8]2[C:7]3[CH:29]=[C:3]([O:2][CH3:1])[CH:4]=[CH:5][C:6]=3[O:11][CH2:10][C:9]2=[O:12])[CH2:20][CH2:19]1, predict the reactants needed to synthesize it. The reactants are: [CH3:1][O:2][C:3]1[CH:4]=[CH:5][C:6]2[O:11][CH2:10][C:9](=[O:12])[N:8]([CH2:13][CH2:14][N:15]3[CH2:20][CH2:19][CH:18]([NH:21]C(=O)OC(C)(C)C)[CH2:17][CH2:16]3)[C:7]=2[CH:29]=1.NC1CCN(CCN2C3C(=CC=C(C#N)C=3)C=CC2=O)CC1. (5) Given the product [CH:2]1([CH:5]([C:7](=[O:14])[C:8]2[CH:9]=[CH:10][CH:11]=[CH:12][CH:13]=2)[CH2:6][N:17]2[CH2:18][CH2:19][C@@H:16]([OH:26])[CH2:15]2)[CH2:4][CH2:3]1, predict the reactants needed to synthesize it. The reactants are: [I-].[CH:2]1([CH:5]([C:7](=[O:14])[C:8]2[CH:13]=[CH:12][CH:11]=[CH:10][CH:9]=2)[CH3:6])[CH2:4][CH2:3]1.[CH2:15]([N:17](CC)[CH2:18][CH3:19])[CH3:16].CN(C=[O:26])C. (6) The reactants are: [Cl:1][C:2]1[CH:7]=[C:6]([Cl:8])[C:5]([O:9][CH3:10])=[CH:4][C:3]=1[NH:11][C:12]1[C:21]2[C:16](=[CH:17][C:18]([C:24]#[C:25][CH2:26][CH2:27]O)=[C:19]([O:22][CH3:23])[CH:20]=2)[N:15]=[CH:14][C:13]=1[C:29]#[N:30].[CH2:31]([N:33](CC)[CH2:34]C)C.CS(Cl)(=O)=O.CNC. Given the product [Cl:1][C:2]1[CH:7]=[C:6]([Cl:8])[C:5]([O:9][CH3:10])=[CH:4][C:3]=1[NH:11][C:12]1[C:21]2[C:16](=[CH:17][C:18]([C:24]#[C:25][CH2:26][CH2:27][N:33]([CH3:34])[CH3:31])=[C:19]([O:22][CH3:23])[CH:20]=2)[N:15]=[CH:14][C:13]=1[C:29]#[N:30], predict the reactants needed to synthesize it. (7) Given the product [N+:1]([C:4]1[CH:31]=[C:8]([CH:9]=[N:10][CH:11]([CH3:30])[C:12]([C:14]2[CH:19]=[CH:18][CH:17]=[CH:16][C:15]=2[O:20][CH3:21])([C:22]2[CH:27]=[CH:26][CH:25]=[CH:24][C:23]=2[O:28][CH3:29])[OH:13])[C:7]([OH:32])=[CH:6][CH:5]=1)([O-:3])=[O:2], predict the reactants needed to synthesize it. The reactants are: [N+:1]([C:4]1[CH:31]=[C:8]([CH:9]=[N:10][C@H:11]([CH3:30])[C:12]([C:22]2[CH:27]=[CH:26][CH:25]=[CH:24][C:23]=2[O:28][CH3:29])([C:14]2[CH:19]=[CH:18][CH:17]=[CH:16][C:15]=2[O:20][CH3:21])[OH:13])[C:7]([OH:32])=[CH:6][CH:5]=1)([O-:3])=[O:2].C1(C)C=CC=CC=1. (8) Given the product [Cl:1][C:2]1[N:10]=[C:9]2[C:5]([N:6]=[CH:7][N:8]2[CH2:15][O:16][CH2:17][CH2:18][Si:19]([CH3:22])([CH3:21])[CH3:20])=[C:4]([Cl:11])[N:3]=1, predict the reactants needed to synthesize it. The reactants are: [Cl:1][C:2]1[N:10]=[C:9]2[C:5]([NH:6][CH:7]=[N:8]2)=[C:4]([Cl:11])[N:3]=1.[H-].[Na+].Cl[CH2:15][O:16][CH2:17][CH2:18][Si:19]([CH3:22])([CH3:21])[CH3:20].